From a dataset of Forward reaction prediction with 1.9M reactions from USPTO patents (1976-2016). Predict the product of the given reaction. Given the reactants [Br:1][C:2]1[C:3]([F:11])=[CH:4][N:5]2[C:10]=1[CH:9]=[CH:8][CH:7]=[CH:6]2.I[C:13]1[CH:22]=[CH:21][C:16]([C:17]([O:19][CH3:20])=[O:18])=[C:15]([O:23][CH2:24][O:25][CH3:26])[CH:14]=1.C([O-])(=O)C.[K+].O, predict the reaction product. The product is: [Br:1][C:2]1[C:3]([F:11])=[C:4]([C:13]2[CH:22]=[CH:21][C:16]([C:17]([O:19][CH3:20])=[O:18])=[C:15]([O:23][CH2:24][O:25][CH3:26])[CH:14]=2)[N:5]2[C:10]=1[CH:9]=[CH:8][CH:7]=[CH:6]2.